Dataset: Forward reaction prediction with 1.9M reactions from USPTO patents (1976-2016). Task: Predict the product of the given reaction. Given the reactants [S:1]([OH:27])([O:4][N:5]1[C:11](=[O:12])[N:10]2[CH2:13][C@H:6]1[C:7]([CH2:17][CH2:18][NH:19]C(OC(C)(C)C)=O)=[CH:8][C@H:9]2[C:14](=[O:16])[NH2:15])(=[O:3])=[O:2].FC(F)(F)C(O)=O, predict the reaction product. The product is: [S:1]([OH:27])([O:4][N:5]1[C:11](=[O:12])[N:10]2[CH2:13][C@H:6]1[C:7]([CH2:17][CH2:18][NH2:19])=[CH:8][C@H:9]2[C:14](=[O:16])[NH2:15])(=[O:3])=[O:2].